From a dataset of Catalyst prediction with 721,799 reactions and 888 catalyst types from USPTO. Predict which catalyst facilitates the given reaction. Reactant: [Cl:1][C:2]1[CH:7]=[C:6]([CH2:8]O)[CH:5]=[CH:4][N:3]=1.S(Cl)([Cl:12])=O. Product: [Cl:1][C:2]1[CH:7]=[C:6]([CH2:8][Cl:12])[CH:5]=[CH:4][N:3]=1. The catalyst class is: 4.